This data is from Reaction yield outcomes from USPTO patents with 853,638 reactions. The task is: Predict the reaction yield, written as a fraction of the theoretical maximum amount of product (1.0 means a 100% yield; for example, 0.34 means a 34% yield). The reactants are [N:1]1([C:7]2[CH:12]=[CH:11][C:10]([NH2:13])=[CH:9][CH:8]=2)[CH2:6][CH2:5][O:4][CH2:3][CH2:2]1.[CH2:14]([N:18]1[CH2:23][CH2:22][N:21]([C:24]2[CH:25]=[C:26]([O:37][CH3:38])[CH:27]=[C:28]3[C:33]=2[O:32][CH:31]([C:34](O)=[O:35])[CH2:30][CH2:29]3)[CH2:20][CH2:19]1)[CH2:15][CH2:16][CH3:17]. No catalyst specified. The product is [CH2:14]([N:18]1[CH2:19][CH2:20][N:21]([C:24]2[CH:25]=[C:26]([O:37][CH3:38])[CH:27]=[C:28]3[C:33]=2[O:32][CH:31]([C:34]([NH:13][C:10]2[CH:9]=[CH:8][C:7]([N:1]4[CH2:2][CH2:3][O:4][CH2:5][CH2:6]4)=[CH:12][CH:11]=2)=[O:35])[CH2:30][CH2:29]3)[CH2:22][CH2:23]1)[CH2:15][CH2:16][CH3:17]. The yield is 0.150.